This data is from Forward reaction prediction with 1.9M reactions from USPTO patents (1976-2016). The task is: Predict the product of the given reaction. (1) Given the reactants [CH2:1]([N:4]1[C:12]([C:13]2[CH:18]=[CH:17][C:16]([O:19]C)=[CH:15][C:14]=2[O:21]C)=[C:11]2[C:6]([C:7]([C:23]([F:26])([F:25])[F:24])=[CH:8][CH:9]=[CH:10]2)=[N:5]1)[CH:2]=[CH2:3].B(Br)(Br)Br.C1CCCCC=1, predict the reaction product. The product is: [CH2:1]([N:4]1[C:12]([C:13]2[CH:18]=[CH:17][C:16]([OH:19])=[CH:15][C:14]=2[OH:21])=[C:11]2[C:6]([C:7]([C:23]([F:26])([F:25])[F:24])=[CH:8][CH:9]=[CH:10]2)=[N:5]1)[CH:2]=[CH2:3]. (2) Given the reactants [CH3:1][C:2]1[C:3](=[O:35])[N:4]([C:8]2[C:9]([CH3:34])=[C:10]([C:14]3[C:26]4[C:25]5[C:20](=[CH:21][C:22]([C:27]([OH:30])([CH3:29])[CH3:28])=[CH:23][CH:24]=5)[NH:19][C:18]=4[C:17]([C:31]([NH2:33])=[O:32])=[CH:16][CH:15]=3)[CH:11]=[CH:12][CH:13]=2)[CH2:5][C:6]=1[CH3:7].C([O-])=O.[NH4+], predict the reaction product. The product is: [CH3:1][CH:2]1[CH:6]([CH3:7])[CH2:5][N:4]([C:8]2[C:9]([CH3:34])=[C:10]([C:14]3[C:26]4[C:25]5[C:20](=[CH:21][C:22]([C:27]([OH:30])([CH3:29])[CH3:28])=[CH:23][CH:24]=5)[NH:19][C:18]=4[C:17]([C:31]([NH2:33])=[O:32])=[CH:16][CH:15]=3)[CH:11]=[CH:12][CH:13]=2)[C:3]1=[O:35]. (3) Given the reactants [C:1]([C:3]1[CH:4]=[CH:5][C:6]([NH2:13])=[C:7]([S:9]([NH2:12])(=[O:11])=[O:10])[CH:8]=1)#N.[F:14][C:15]1C=[CH:19][CH:18]=[CH:17][C:16]=1B(O)O.[CH:24]1([CH:30]=O)[CH2:29][CH2:28][CH2:27][CH2:26][CH2:25]1, predict the reaction product. The product is: [CH:24]1([CH:30]2[NH:13][C:6]3[CH:5]=[CH:4][C:3]([C:1]4[CH:19]=[CH:18][CH:17]=[CH:16][C:15]=4[F:14])=[CH:8][C:7]=3[S:9](=[O:11])(=[O:10])[NH:12]2)[CH2:29][CH2:28][CH2:27][CH2:26][CH2:25]1.